Dataset: Ames mutagenicity test results for genotoxicity prediction. Task: Regression/Classification. Given a drug SMILES string, predict its toxicity properties. Task type varies by dataset: regression for continuous values (e.g., LD50, hERG inhibition percentage) or binary classification for toxic/non-toxic outcomes (e.g., AMES mutagenicity, cardiotoxicity, hepatotoxicity). Dataset: ames. (1) The compound is Cc1cccc(NC(=O)c2csc([N+](=O)[O-])c2)c1. The result is 1 (mutagenic). (2) The molecule is NC(=O)/C=C/c1ccc([N+](=O)[O-])o1. The result is 1 (mutagenic). (3) The molecule is OCC1OC(n2cnc3c2ncn2ccnc32)CC1O. The result is 0 (non-mutagenic). (4) The molecule is Nc1ccc(F)cc1F. The result is 1 (mutagenic).